Dataset: Forward reaction prediction with 1.9M reactions from USPTO patents (1976-2016). Task: Predict the product of the given reaction. Given the reactants [CH:1]1([C:4]2[CH:5]=[C:6]([C:20](O)=[O:21])[C:7]3[C:12](C)=[N:11][N:10]([C:14]4[CH:19]=[CH:18][N:17]=[CH:16][CH:15]=4)[C:8]=3[N:9]=2)[CH2:3][CH2:2]1.[NH2:23][CH2:24][C:25]1[C:26](=[O:33])[NH:27][C:28]([CH3:32])=[CH:29][C:30]=1[CH3:31].ON1C2N=CC=CC=2N=N1.C(Cl)CCl.CN1CCOCC1, predict the reaction product. The product is: [CH:1]1([C:4]2[CH:5]=[C:6]([C:20]([NH:23][CH2:24][C:25]3[C:26](=[O:33])[NH:27][C:28]([CH3:32])=[CH:29][C:30]=3[CH3:31])=[O:21])[C:7]3[CH:12]=[N:11][N:10]([C:14]4[CH:15]=[CH:16][N:17]=[CH:18][CH:19]=4)[C:8]=3[N:9]=2)[CH2:2][CH2:3]1.